This data is from Full USPTO retrosynthesis dataset with 1.9M reactions from patents (1976-2016). The task is: Predict the reactants needed to synthesize the given product. (1) The reactants are: [CH:1]1([N:4]([C@@H:12]2[CH2:17][CH2:16][NH:15][CH2:14][C@@H:13]2[F:18])C(=O)OC(C)(C)C)[CH2:3][CH2:2]1.Cl[C:20]1[N:25]=[CH:24][C:23]([Cl:26])=[CH:22][N:21]=1. Given the product [Cl:26][C:23]1[CH:22]=[N:21][C:20]([N:15]2[CH2:16][CH2:17][C@@H:12]([NH:4][CH:1]3[CH2:2][CH2:3]3)[C@@H:13]([F:18])[CH2:14]2)=[N:25][CH:24]=1, predict the reactants needed to synthesize it. (2) Given the product [N:34]1([C:39]([CH2:2][CH2:3][CH2:4][O:5][C:6]2[CH:15]=[C:14]3[C:9]([C:10]([O:16][C:17]4[CH:22]=[CH:21][C:20]([CH3:23])=[CH:19][C:18]=4[C:24]([C:26]4[CH:31]=[CH:30][CH:29]=[CH:28][CH:27]=4)=[O:25])=[CH:11][CH:12]=[N:13]3)=[CH:8][C:7]=2[O:32][CH3:33])=[O:40])[CH:38]=[CH:37][N:36]=[CH:35]1, predict the reactants needed to synthesize it. The reactants are: Cl[CH2:2][CH2:3][CH2:4][O:5][C:6]1[CH:15]=[C:14]2[C:9]([C:10]([O:16][C:17]3[CH:22]=[CH:21][C:20]([CH3:23])=[CH:19][C:18]=3[C:24]([C:26]3[CH:31]=[CH:30][CH:29]=[CH:28][CH:27]=3)=[O:25])=[CH:11][CH:12]=[N:13]2)=[CH:8][C:7]=1[O:32][CH3:33].[NH:34]1[CH:38]=[CH:37][N:36]=[CH:35]1.[C:39](=O)([O-])[O-:40].[K+].[K+].O. (3) Given the product [CH3:1][O:2][C:3](=[O:21])[CH:4]=[CH:5][C:6]1[CH:11]=[CH:10][CH:9]=[C:8]([CH2:12][NH:13][S:14]([CH2:17][N:18]2[CH:32]=[C:31]([C:33]3[CH:38]=[CH:37][CH:36]=[CH:35][CH:34]=3)[N:20]=[N:19]2)(=[O:15])=[O:16])[CH:7]=1, predict the reactants needed to synthesize it. The reactants are: [CH3:1][O:2][C:3](=[O:21])[CH:4]=[CH:5][C:6]1[CH:11]=[CH:10][CH:9]=[C:8]([CH2:12][NH:13][S:14]([CH2:17][N:18]=[N+:19]=[N-:20])(=[O:16])=[O:15])[CH:7]=1.CCN(C(C)C)C(C)C.[C:31]([C:33]1[CH:38]=[CH:37][CH:36]=[CH:35][CH:34]=1)#[CH:32].[Na]. (4) Given the product [CH3:71][NH:72][C:73]([NH:75][C:2]1[CH:11]=[C:10]2[C:5]([CH:6]=[C:7]([C:13]3[CH:18]=[CH:17][CH:16]=[CH:15][C:14]=3[C:19]([F:22])([F:21])[F:20])[NH:8][C:9]2=[O:12])=[CH:4][CH:3]=1)=[O:74], predict the reactants needed to synthesize it. The reactants are: I[C:2]1[CH:11]=[C:10]2[C:5]([CH:6]=[C:7]([C:13]3[CH:18]=[CH:17][CH:16]=[CH:15][C:14]=3[C:19]([F:22])([F:21])[F:20])[NH:8][C:9]2=[O:12])=[CH:4][CH:3]=1.CC1(C)C2C=CC=C(P(C3C=CC=CC=3)C3C=CC=CC=3)C=2OC2C1=CC=CC=2P(C1C=CC=CC=1)C1C=CC=CC=1.C(=O)([O-])[O-].[Cs+].[Cs+].[CH3:71][NH:72][C:73]([NH2:75])=[O:74].[Cl-].[NH4+]. (5) Given the product [Cl:8][C:5]1[N:6]=[CH:7][C:2]2[C:11]([CH3:13])([CH3:12])[CH2:10][NH:9][C:3]=2[N:4]=1, predict the reactants needed to synthesize it. The reactants are: Br[C:2]1[C:3]([NH:9][CH2:10][C:11]([CH3:13])=[CH2:12])=[N:4][C:5]([Cl:8])=[N:6][CH:7]=1.CCN(CC)CC.O. (6) Given the product [F:9][C:4]1[CH:5]=[CH:6][CH:7]=[CH:8][C:3]=1[CH2:2][O:10][C:11]1[CH:12]=[C:13]([CH:16]=[CH:17][CH:18]=1)[CH:14]=[O:15], predict the reactants needed to synthesize it. The reactants are: Br[CH2:2][C:3]1[CH:8]=[CH:7][CH:6]=[CH:5][C:4]=1[F:9].[OH:10][C:11]1[CH:12]=[C:13]([CH:16]=[CH:17][CH:18]=1)[CH:14]=[O:15].C([O-])([O-])=O.[K+].[K+]. (7) Given the product [F:18][C:15]([F:16])([F:17])[C:11]1([OH:14])[CH2:10][CH2:9][NH:8][CH2:13][CH2:12]1, predict the reactants needed to synthesize it. The reactants are: C([N:8]1[CH2:13][CH2:12][C:11]([C:15]([F:18])([F:17])[F:16])([OH:14])[CH2:10][CH2:9]1)C1C=CC=CC=1.[H][H].